This data is from Forward reaction prediction with 1.9M reactions from USPTO patents (1976-2016). The task is: Predict the product of the given reaction. (1) The product is: [N:35]1([CH:34]2[CH2:21][CH2:20][N:19]([C:18]3[C:17]([C:32]#[N:33])=[CH:16][C:25]4[C:20](=[CH:21][CH:22]=[CH:23][CH:24]=4)[N:19]=3)[CH2:18][CH2:17]2)[CH2:39][CH2:38][CH2:37][CH2:36]1. Given the reactants ClC1C=C(N[C:16]2[C:25]3[C:20](=[CH:21][C:22](F)=[C:23](OCCOC)[CH:24]=3)[N:19]=[CH:18][C:17]=2[C:32]#[N:33])C=CC=1SC1N(C)C=CN=1.[CH3:34][N:35]1[CH2:39][CH2:38][CH2:37][C:36]1=O, predict the reaction product. (2) Given the reactants [CH2:1]([C:3]1[N:4]=[C:5]([CH:17]2[CH2:22][CH2:21][N:20](C(OC(C)(C)C)=O)[CH2:19][CH2:18]2)[N:6]([CH2:8][CH2:9][O:10]C2CCCCO2)[CH:7]=1)[CH3:2].[Cl:30]CCl.[ClH:33], predict the reaction product. The product is: [ClH:30].[ClH:33].[CH2:1]([C:3]1[N:4]=[C:5]([CH:17]2[CH2:18][CH2:19][NH:20][CH2:21][CH2:22]2)[N:6]([CH2:8][CH2:9][OH:10])[CH:7]=1)[CH3:2].